This data is from Forward reaction prediction with 1.9M reactions from USPTO patents (1976-2016). The task is: Predict the product of the given reaction. (1) Given the reactants Cl.CN(C)CCCN=C=NCC.CN1CCOCC1.[NH2:20][CH2:21][CH:22]1[CH2:27][CH2:26][CH2:25][N:24]([C:28]2[CH:33]=[CH:32][CH:31]=[CH:30][C:29]=2[CH2:34][C:35]([O:37][CH3:38])=[O:36])[CH2:23]1.[C:39]1([C:45]2[S:46][C:47]([C:51](O)=[O:52])=[C:48]([CH3:50])[N:49]=2)[CH:44]=[CH:43][CH:42]=[CH:41][CH:40]=1.O.ON1C2C=CC=CC=2N=N1, predict the reaction product. The product is: [C:39]1([C:45]2[S:46][C:47]([C:51]([NH:20][CH2:21][CH:22]3[CH2:27][CH2:26][CH2:25][N:24]([C:28]4[CH:33]=[CH:32][CH:31]=[CH:30][C:29]=4[CH2:34][C:35]([O:37][CH3:38])=[O:36])[CH2:23]3)=[O:52])=[C:48]([CH3:50])[N:49]=2)[CH:40]=[CH:41][CH:42]=[CH:43][CH:44]=1. (2) Given the reactants [Cl:1][C:2]1[CH:7]=[C:6]([Cl:8])[CH:5]=[CH:4][C:3]=1[C:9]1[NH:14][C:13](=[O:15])[C:12]([C:16]([OH:18])=[O:17])=[CH:11][C:10]=1[C:19]1[CH:24]=[CH:23][C:22]([F:25])=[CH:21][CH:20]=1.OS(O)(=O)=O.[CH3:31]O, predict the reaction product. The product is: [Cl:1][C:2]1[CH:7]=[C:6]([Cl:8])[CH:5]=[CH:4][C:3]=1[C:9]1[NH:14][C:13](=[O:15])[C:12]([C:16]([O:18][CH3:31])=[O:17])=[CH:11][C:10]=1[C:19]1[CH:20]=[CH:21][C:22]([F:25])=[CH:23][CH:24]=1. (3) Given the reactants [C:1](OCC)(=O)CC(OCC)=O.[H-].[Na+].[Cl:14][C:15]1[CH:23]=[CH:22][C:18]([C:19](Cl)=[O:20])=[C:17]([N+:24]([O-:26])=[O:25])[CH:16]=1, predict the reaction product. The product is: [Cl:14][C:15]1[CH:23]=[CH:22][C:18]([C:19](=[O:20])[CH3:1])=[C:17]([N+:24]([O-:26])=[O:25])[CH:16]=1. (4) Given the reactants [CH2:1]([O:3][C:4]([C:6]1([C:9]2[CH:14]=[CH:13][C:12]([C:15]3[CH:20]=[CH:19][C:18]([C:21]4[O:25][N:24]=[C:23]([CH3:26])[C:22]=4[CH2:27][CH2:28][OH:29])=[CH:17][CH:16]=3)=[CH:11][CH:10]=2)[CH2:8][CH2:7]1)=[O:5])[CH3:2].[H-].[Na+].[CH2:32](Br)[C:33]1[CH:38]=[CH:37][CH:36]=[CH:35][CH:34]=1, predict the reaction product. The product is: [CH2:1]([O:3][C:4]([C:6]1([C:9]2[CH:10]=[CH:11][C:12]([C:15]3[CH:20]=[CH:19][C:18]([C:21]4[O:25][N:24]=[C:23]([CH3:26])[C:22]=4[CH2:27][CH2:28][O:29][CH2:32][C:33]4[CH:38]=[CH:37][CH:36]=[CH:35][CH:34]=4)=[CH:17][CH:16]=3)=[CH:13][CH:14]=2)[CH2:8][CH2:7]1)=[O:5])[CH3:2]. (5) Given the reactants [CH3:1]I.[NH2:3][C:4](=S)[CH2:5][C@H:6]1[C@H:12]([C:13]2[CH:18]=[CH:17][C:16]([Cl:19])=[C:15]([Cl:20])[CH:14]=2)[O:11][CH2:10][CH2:9][N:8](C(OC(C)(C)C)=O)[CH2:7]1.[C:29](=[O:32])([O-])[O-:30].[K+].[K+].[C:35]([NH:38][NH2:39])(=O)[CH3:36].C(=O)([O-])O.[Na+].[CH3:45][C:46]([CH3:48])=O, predict the reaction product. The product is: [Cl:20][C:15]1[CH:14]=[C:13]([C@@H:12]2[O:11][CH2:10][CH2:9][N:8]([C:29]([O:30][C:46]([CH3:48])([CH3:1])[CH3:45])=[O:32])[CH2:7][C@H:6]2[CH2:5][C:4]2[NH:3][C:35]([CH3:36])=[N:38][N:39]=2)[CH:18]=[CH:17][C:16]=1[Cl:19]. (6) Given the reactants CCN(S(F)(F)[F:7])CC.[C:10]([O:14][C:15]([N:17]1[CH2:22][CH2:21][C:20](O)([C:23]2[C:28]([Cl:29])=[CH:27][CH:26]=[CH:25][N:24]=2)[CH2:19][CH2:18]1)=[O:16])([CH3:13])([CH3:12])[CH3:11].C(=O)([O-])O.[Na+], predict the reaction product. The product is: [C:10]([O:14][C:15]([N:17]1[CH2:22][CH2:21][C:20]([F:7])([C:23]2[C:28]([Cl:29])=[CH:27][CH:26]=[CH:25][N:24]=2)[CH2:19][CH2:18]1)=[O:16])([CH3:13])([CH3:12])[CH3:11].